Dataset: Catalyst prediction with 721,799 reactions and 888 catalyst types from USPTO. Task: Predict which catalyst facilitates the given reaction. Reactant: [CH3:1][O:2][C:3]1[CH:4]=[C:5]([CH:26]=[C:27]([O:34][CH3:35])[C:28]=1[O:29]S(C)(=O)=O)[C:6]([N:8]1[CH2:12][CH2:11][C:10]([C:20]2[CH:25]=[CH:24][CH:23]=[CH:22][CH:21]=2)([CH2:13][CH2:14]OS(C)(=O)=O)[CH2:9]1)=[O:7].I.[CH2:37]([O:39][CH2:40][CH2:41][N:42]1[C:46]2[CH:47]=[CH:48][CH:49]=[CH:50][C:45]=2[N:44]=[C:43]1[N:51]1[CH2:57][CH2:56][CH2:55][NH:54][CH2:53][CH2:52]1)[CH3:38].C(N(CC)C(C)C)(C)C.ClCCl.CO. Product: [CH3:35][O:34][C:27]1[CH:26]=[C:5]([CH:4]=[C:3]([O:2][CH3:1])[C:28]=1[OH:29])[C:6]([N:8]1[CH2:12][CH2:11][C:10]([CH2:13][CH2:14][N:54]2[CH2:55][CH2:56][CH2:57][N:51]([C:43]3[N:42]([CH2:41][CH2:40][O:39][CH2:37][CH3:38])[C:46]4[CH:47]=[CH:48][CH:49]=[CH:50][C:45]=4[N:44]=3)[CH2:52][CH2:53]2)([C:20]2[CH:25]=[CH:24][CH:23]=[CH:22][CH:21]=2)[CH2:9]1)=[O:7]. The catalyst class is: 10.